Dataset: Catalyst prediction with 721,799 reactions and 888 catalyst types from USPTO. Task: Predict which catalyst facilitates the given reaction. (1) Reactant: [CH3:1][O:2][C:3]1[CH:12]=[CH:11][C:10]([NH2:13])=[C:9]2[C:4]=1[CH:5]=[CH:6][CH:7]=[N:8]2.[CH3:14][O:15][C:16]([C:18]#[C:19][C:20]([O:22][CH3:23])=[O:21])=[O:17]. Product: [CH3:14][O:15][C:16](=[O:17])[C:18]([NH:13][C:10]1[CH:11]=[CH:12][C:3]([O:2][CH3:1])=[C:4]2[C:9]=1[N:8]=[CH:7][CH:6]=[CH:5]2)=[CH:19][C:20]([O:22][CH3:23])=[O:21]. The catalyst class is: 5. (2) Reactant: [Br:1][C:2]1[CH:3]=[CH:4][C:5]([Cl:9])=[C:6]([OH:8])[CH:7]=1.Br[CH2:11][CH2:12][CH2:13][O:14][CH3:15].C([O-])([O-])=O.[K+].[K+]. Product: [Br:1][C:2]1[CH:3]=[CH:4][C:5]([Cl:9])=[C:6]([O:8][CH2:11][CH2:12][CH2:13][O:14][CH3:15])[CH:7]=1. The catalyst class is: 3. (3) Reactant: C(=O)([O-])[O-].[Cs+].[Cs+].Br[CH2:8][C:9]#[CH:10].[CH:11]([N:14]1[CH2:19][CH2:18][NH:17][CH2:16][CH2:15]1)([CH3:13])[CH3:12]. Product: [CH:11]([N:14]1[CH2:19][CH2:18][N:17]([CH2:10][C:9]#[CH:8])[CH2:16][CH2:15]1)([CH3:13])[CH3:12]. The catalyst class is: 21. (4) Reactant: O=C1C2C(=CC=CC=2)C(=O)[N:3]1[CH2:12][CH2:13][C:14]1[S:18][C:17]([NH:19][C:20]([NH:22][C:23]2[CH:28]=[CH:27][CH:26]=[C:25]([F:29])[CH:24]=2)=[O:21])=[N:16][CH:15]=1.NN. Product: [NH2:3][CH2:12][CH2:13][C:14]1[S:18][C:17]([NH:19][C:20]([NH:22][C:23]2[CH:28]=[CH:27][CH:26]=[C:25]([F:29])[CH:24]=2)=[O:21])=[N:16][CH:15]=1. The catalyst class is: 8. (5) Reactant: C([O:8][C:9]1[CH:18]=[CH:17][C:16]2[C:11](=[CH:12][CH:13]=[C:14]([O:19][CH3:20])[CH:15]=2)[C:10]=1[O:21][C:22]1[CH:37]=[CH:36][C:25]([O:26][CH2:27][CH2:28][N:29]2[CH2:35][CH2:34][CH2:33][CH2:32][CH2:31][CH2:30]2)=[CH:24][CH:23]=1)C1C=CC=CC=1.C([O-])=O.[NH4+]. Product: [N:29]1([CH2:28][CH2:27][O:26][C:25]2[CH:24]=[CH:23][C:22]([O:21][C:10]3[C:11]4[C:16](=[CH:15][C:14]([O:19][CH3:20])=[CH:13][CH:12]=4)[CH:17]=[CH:18][C:9]=3[OH:8])=[CH:37][CH:36]=2)[CH2:35][CH2:34][CH2:33][CH2:32][CH2:31][CH2:30]1. The catalyst class is: 407. (6) Reactant: [CH3:1][O:2][C:3]1[CH:11]=[C:10]([C:12]([F:15])([F:14])[F:13])[CH:9]=[C:8]([S:16][CH3:17])[C:4]=1[C:5]([OH:7])=O.C(N(CC)C(C)C)(C)C.F[P-](F)(F)(F)(F)F.N1(OC(N(C)C)=[N+](C)C)C2N=CC=CC=2N=N1.[NH2:51][CH:52]1[CH2:57][CH2:56][CH2:55][CH2:54][C:53]1=[O:58]. Product: [CH3:1][O:2][C:3]1[CH:11]=[C:10]([C:12]([F:15])([F:14])[F:13])[CH:9]=[C:8]([S:16][CH3:17])[C:4]=1[C:5]([NH:51][CH:52]1[CH2:57][CH2:56][CH2:55][CH2:54][C:53]1=[O:58])=[O:7]. The catalyst class is: 9. (7) Product: [C:35]([CH2:34][CH2:33][NH:32][C:30]([N:27]1[C:17]2[N:18]=[C:19]([N:21]3[CH2:22][CH2:23][O:24][CH2:25][CH2:26]3)[N:20]=[C:15]([C:12]3[CH:11]=[N:10][C:9]([N:8]([CH2:38][C:39]4[CH:44]=[CH:43][C:42]([O:45][CH3:46])=[CH:41][CH:40]=4)[CH2:7][C:6]4[CH:5]=[CH:4][C:3]([O:2][CH3:1])=[CH:48][CH:47]=4)=[N:14][CH:13]=3)[C:16]=2[CH2:29][CH2:28]1)=[O:31])(=[O:37])[NH2:53]. The catalyst class is: 136. Reactant: [CH3:1][O:2][C:3]1[CH:48]=[CH:47][C:6]([CH2:7][N:8]([CH2:38][C:39]2[CH:44]=[CH:43][C:42]([O:45][CH3:46])=[CH:41][CH:40]=2)[C:9]2[N:14]=[CH:13][C:12]([C:15]3[C:16]4[CH2:29][CH2:28][N:27]([C:30]([NH:32][CH2:33][CH2:34][C:35]([OH:37])=O)=[O:31])[C:17]=4[N:18]=[C:19]([N:21]4[CH2:26][CH2:25][O:24][CH2:23][CH2:22]4)[N:20]=3)=[CH:11][N:10]=2)=[CH:5][CH:4]=1.[Cl-].[NH4+].C([N:53](C(C)C)C(C)C)C.C1C=CC2N(O)N=NC=2C=1. (8) Reactant: [CH3:1][O:2][C:3](=[O:11])[C:4]1[CH:9]=[CH:8][C:7](Cl)=[N:6][CH:5]=1.[F:12][C:13]1[CH:18]=[C:17]([F:19])[CH:16]=[CH:15][C:14]=1[OH:20].O.C(=O)([O-])[O-].[K+].[K+]. Product: [CH3:1][O:2][C:3](=[O:11])[C:4]1[CH:9]=[CH:8][C:7]([O:20][C:14]2[CH:15]=[CH:16][C:17]([F:19])=[CH:18][C:13]=2[F:12])=[N:6][CH:5]=1. The catalyst class is: 3. (9) Reactant: CN(C)C=[O:4].[NH2:6][C:7]1[NH:8][C:9](=[O:25])[C:10]2[N:11]=[CH:12][N:13]([CH:16]3[CH2:20][CH:19]([OH:21])[CH:18]([CH2:22][OH:23])[C:17]3=[CH2:24])[C:14]=2[N:15]=1. Product: [OH2:4].[NH2:6][C:7]1[NH:8][C:9](=[O:25])[C:10]2[N:11]=[CH:12][N:13]([CH:16]3[CH2:20][CH:19]([OH:21])[CH:18]([CH2:22][OH:23])[C:17]3=[CH2:24])[C:14]=2[N:15]=1. The catalyst class is: 6. (10) Reactant: [F:1][C:2]1[CH:7]=[C:6]([I:8])[CH:5]=[CH:4][C:3]=1[NH:9][C:10]1[C:18]([C:19]([OH:21])=O)=[CH:17][CH:16]=[C:15]2[C:11]=1[CH:12]=[N:13][NH:14]2.[CH3:22][O:23][NH2:24].CCN=C=NCCCN(C)C.C1C=CC2N(O)N=NC=2C=1.CCN(C(C)C)C(C)C. Product: [CH3:22][O:23][NH:24][C:19]([C:18]1[C:10]([NH:9][C:3]2[CH:4]=[CH:5][C:6]([I:8])=[CH:7][C:2]=2[F:1])=[C:11]2[C:15](=[CH:16][CH:17]=1)[NH:14][N:13]=[CH:12]2)=[O:21]. The catalyst class is: 39.